The task is: Regression/Classification. Given a drug SMILES string, predict its absorption, distribution, metabolism, or excretion properties. Task type varies by dataset: regression for continuous measurements (e.g., permeability, clearance, half-life) or binary classification for categorical outcomes (e.g., BBB penetration, CYP inhibition). For this dataset (ppbr_az), we predict Y.. This data is from Plasma protein binding rate (PPBR) regression data from AstraZeneca. (1) The compound is O=C(O)C(c1ccccc1)N1CCC(CN2CCC(Oc3ccc(Cl)c(Cl)c3)CC2)CC1. The Y is 91.5 %. (2) The molecule is O=C1Nc2ccc(Cl)cc2C(c2ccccc2)=NC1O. The Y is 96.2 %. (3) The molecule is COc1ccnc(CCc2nc3cc(Br)cnc3[nH]2)c1. The Y is 95.9 %. (4) The compound is Cc1cc(OC2CCN(CC3CCN([C@@](C)(Cc4ccc(F)cc4)C(=O)O)CC3)CC2)ccc1Cl. The Y is 78.8 %. (5) The compound is COc1ccc2ncc(=O)n(CCN3CC[C@@H](NCc4cc5c(cn4)OCCO5)[C@H](O)C3)c2c1. The Y is 82.0 %. (6) The compound is CCNC(=O)Nc1nc2cc(-c3cccnc3)ccc2[nH]1. The Y is 98.2 %. (7) The Y is 82.0 %. The compound is CN(C)CCC1CCN(c2cc(C(=O)NC[C@H]3CC[C@H](CNC(=O)OC4CCOCC4)CC3)c3ccccc3n2)CC1. (8) The compound is C[C@@H](CC(=O)OC(C)(C)C)NC(=O)C1=NOC(C(O)(C(F)(F)F)C(F)(F)F)C1. The Y is 84.0 %.